Dataset: NCI-60 drug combinations with 297,098 pairs across 59 cell lines. Task: Regression. Given two drug SMILES strings and cell line genomic features, predict the synergy score measuring deviation from expected non-interaction effect. (1) Synergy scores: CSS=78.2, Synergy_ZIP=-4.99, Synergy_Bliss=-3.88, Synergy_Loewe=1.17, Synergy_HSA=2.92. Cell line: SK-MEL-2. Drug 2: N.N.Cl[Pt+2]Cl. Drug 1: CCC1(C2=C(COC1=O)C(=O)N3CC4=CC5=C(C=CC(=C5CN(C)C)O)N=C4C3=C2)O.Cl. (2) Cell line: A498. Drug 1: CC1=C(C(=CC=C1)Cl)NC(=O)C2=CN=C(S2)NC3=CC(=NC(=N3)C)N4CCN(CC4)CCO. Synergy scores: CSS=27.2, Synergy_ZIP=-2.19, Synergy_Bliss=-2.16, Synergy_Loewe=-0.720, Synergy_HSA=0.945. Drug 2: C1CCC(C(C1)N)N.C(=O)(C(=O)[O-])[O-].[Pt+4]. (3) Drug 1: CC12CCC3C(C1CCC2=O)CC(=C)C4=CC(=O)C=CC34C. Drug 2: C1CN(P(=O)(OC1)NCCCl)CCCl. Cell line: BT-549. Synergy scores: CSS=39.9, Synergy_ZIP=2.91, Synergy_Bliss=2.60, Synergy_Loewe=-16.0, Synergy_HSA=2.33. (4) Drug 1: C1CN1C2=NC(=NC(=N2)N3CC3)N4CC4. Drug 2: COC1=CC(=CC(=C1O)OC)C2C3C(COC3=O)C(C4=CC5=C(C=C24)OCO5)OC6C(C(C7C(O6)COC(O7)C8=CC=CS8)O)O. Cell line: SNB-75. Synergy scores: CSS=70.1, Synergy_ZIP=-1.69, Synergy_Bliss=2.32, Synergy_Loewe=2.18, Synergy_HSA=6.47. (5) Drug 1: CC12CCC3C(C1CCC2=O)CC(=C)C4=CC(=O)C=CC34C. Drug 2: CC1=C(C(CCC1)(C)C)C=CC(=CC=CC(=CC(=O)O)C)C. Cell line: EKVX. Synergy scores: CSS=32.7, Synergy_ZIP=2.07, Synergy_Bliss=0.886, Synergy_Loewe=-0.460, Synergy_HSA=-0.985.